From a dataset of Forward reaction prediction with 1.9M reactions from USPTO patents (1976-2016). Predict the product of the given reaction. (1) Given the reactants [N+:1]([C:4]1[CH:9]=[CH:8][C:7]([N:10]2[CH2:15][CH2:14][CH:13]([CH2:16][OH:17])[CH2:12][CH2:11]2)=[CH:6][CH:5]=1)([O-])=O.C(O)C, predict the reaction product. The product is: [NH2:1][C:4]1[CH:9]=[CH:8][C:7]([N:10]2[CH2:11][CH2:12][CH:13]([CH2:16][OH:17])[CH2:14][CH2:15]2)=[CH:6][CH:5]=1. (2) Given the reactants [OH:1][C@@H:2]1[CH2:6][N:5]([C:7]([O:9][C:10]([CH3:13])([CH3:12])[CH3:11])=[O:8])[C@@H:4]([CH:14]([CH3:16])[CH3:15])[CH2:3]1.C(N(CC)CC)C.[CH3:24][S:25](OCl)(=[O:27])=[O:26], predict the reaction product. The product is: [CH3:15][CH:14]([C@H:4]1[CH2:3][C@H:2]([O:1][S:25]([CH3:24])(=[O:27])=[O:26])[CH2:6][N:5]1[C:7]([O:9][C:10]([CH3:11])([CH3:13])[CH3:12])=[O:8])[CH3:16]. (3) Given the reactants [Cl:1][CH2:2][C:3](Cl)=[O:4].[NH2:6][CH2:7][CH2:8][N:9]1[CH2:14][CH2:13][O:12][CH2:11][CH2:10]1.C(N(CC)CC)C, predict the reaction product. The product is: [Cl:1][CH2:2][C:3]([NH:6][CH2:7][CH2:8][N:9]1[CH2:14][CH2:13][O:12][CH2:11][CH2:10]1)=[O:4]. (4) Given the reactants [CH2:1]([N:4]([CH3:20])[C:5]([C:7]1[C:8]([I:19])=[C:9]([C:13]([I:18])=[C:14]([NH2:17])[C:15]=1[I:16])[C:10]([Cl:12])=[O:11])=[O:6])[CH:2]=[CH2:3].[C:21]([O:24][CH:25]([CH2:29][O:30][C:31](=[O:33])[CH3:32])[C:26](Cl)=[O:27])(=[O:23])[CH3:22], predict the reaction product. The product is: [C:21]([O:24][CH:25]([C:26](=[O:27])[NH:17][C:14]1[C:13]([I:18])=[C:9]([C:10]([Cl:12])=[O:11])[C:8]([I:19])=[C:7]([C:5](=[O:6])[N:4]([CH2:1][CH:2]=[CH2:3])[CH3:20])[C:15]=1[I:16])[CH2:29][O:30][C:31](=[O:33])[CH3:32])(=[O:23])[CH3:22]. (5) Given the reactants [CH3:1][O:2][C:3]([N:5]([C:10]1[CH:15]=[CH:14][CH:13]=[CH:12][CH:11]=1)[CH2:6][C:7](O)=[O:8])=[O:4].CO, predict the reaction product. The product is: [CH3:1][O:2][C:3]([N:5]([CH2:6][CH2:7][OH:8])[C:10]1[CH:11]=[CH:12][CH:13]=[CH:14][CH:15]=1)=[O:4].